Predict which catalyst facilitates the given reaction. From a dataset of Catalyst prediction with 721,799 reactions and 888 catalyst types from USPTO. (1) Reactant: [Cl:1][C:2]1[CH:3]=[CH:4][C:5]([NH:12][C:13](=[O:22])[C:14]2[CH:19]=[CH:18][CH:17]=[C:16]([CH2:20]Cl)[CH:15]=2)=[C:6]([CH:11]=1)[C:7]([O:9][CH3:10])=[O:8].C(N(CC)CC)C.[Na+].[SH:31][CH2:32][CH2:33][S:34]([O-:37])(=[O:36])=[O:35].COC1C=C(C=CC=1OC)C(Cl)=O. Product: [CH3:10][O:9][C:7](=[O:8])[C:6]1[CH:11]=[C:2]([Cl:1])[CH:3]=[CH:4][C:5]=1[NH:12][C:13](=[O:22])[C:14]1[CH:19]=[CH:18][CH:17]=[C:16]([CH2:20][S:31][CH2:32][CH2:33][S:34]([OH:37])(=[O:36])=[O:35])[CH:15]=1. The catalyst class is: 2. (2) Reactant: C([C@H]1COC(=O)N1[C:14](=[O:23])[C@H:15]([CH2:19][CH:20]1[CH2:22][CH2:21]1)/[CH:16]=[CH:17]/[CH3:18])C1C=CC=CC=1.OO.O.[OH-].[Li+].S(S([O-])=O)([O-])(=O)=[O:30].[Na+].[Na+].Cl. Product: [CH:20]1([CH2:19][C@H:15](/[CH:16]=[CH:17]/[CH3:18])[C:14]([OH:23])=[O:30])[CH2:21][CH2:22]1. The catalyst class is: 30. (3) Reactant: [CH2:1]([NH:8][C:9]([CH:11]1[CH2:20][CH:19]([O:21][Si:22]([C:25]([CH3:28])([CH3:27])[CH3:26])([CH3:24])[CH3:23])[C:18]2[C:13](=[CH:14][CH:15]=[CH:16][CH:17]=2)[O:12]1)=O)[C:2]1[CH:7]=[CH:6][CH:5]=[CH:4][CH:3]=1.[H-].[H-].COCCO[Al+]OCCOC.[Na+].[OH-].[Na+]. Product: [CH2:1]([NH:8][CH2:9][CH:11]1[CH2:20][CH:19]([O:21][Si:22]([C:25]([CH3:28])([CH3:27])[CH3:26])([CH3:23])[CH3:24])[C:18]2[C:13](=[CH:14][CH:15]=[CH:16][CH:17]=2)[O:12]1)[C:2]1[CH:3]=[CH:4][CH:5]=[CH:6][CH:7]=1. The catalyst class is: 11. (4) Reactant: [CH:1]([C:4]1([C:12]2[CH:17]=[CH:16][CH:15]=[CH:14][CH:13]=2)[NH:8][C:7](=S)[N:6]([CH3:10])[C:5]1=[O:11])([CH3:3])[CH3:2].[OH-].[NH4+].C(OO)(C)(C)C.C(#[N:28])C.O.[C:30]([OH:36])([C:32]([F:35])([F:34])[F:33])=[O:31]. Product: [F:33][C:32]([F:35])([F:34])[C:30]([OH:36])=[O:31].[NH2:28][C:7]1[N:6]([CH3:10])[C:5](=[O:11])[C:4]([CH:1]([CH3:3])[CH3:2])([C:12]2[CH:17]=[CH:16][CH:15]=[CH:14][CH:13]=2)[N:8]=1. The catalyst class is: 5. (5) The catalyst class is: 5. Reactant: C[O-].[Na+].[F:4][C:5]([F:16])([F:15])[C:6](=O)[CH:7]=[CH:8][NH:9][CH:10]=[CH:11][C:12]#[N:13].O.CCCCCC.C(OCC)(=O)C. Product: [C:12]([C:11]1[CH:10]=[N:9][CH:8]=[CH:7][C:6]=1[C:5]([F:16])([F:15])[F:4])#[N:13]. (6) Reactant: [Cl:1][C:2]1[CH:7]=[CH:6][C:5]([S:8][C:9]2[S:10][CH:11]=[CH:12][CH:13]=2)=[CH:4][CH:3]=1.[OH:14]OS([O-])=O.[K+].[OH2:20]. Product: [Cl:1][C:2]1[CH:3]=[CH:4][C:5]([S:8]([C:9]2[S:10][CH:11]=[CH:12][CH:13]=2)(=[O:14])=[O:20])=[CH:6][CH:7]=1. The catalyst class is: 5.